This data is from Reaction yield outcomes from USPTO patents with 853,638 reactions. The task is: Predict the reaction yield, written as a fraction of the theoretical maximum amount of product (1.0 means a 100% yield; for example, 0.34 means a 34% yield). (1) The reactants are [Cl:1][C:2]1[CH:7]=[CH:6][CH:5]=[C:4](I)[CH:3]=1.CCN(CC)CC.[O:16]=[C:17]([C:24]1[O:25][C:26]([C:29]2[CH:34]=[CH:33][CH:32]=[CH:31][N:30]=2)=[CH:27][N:28]=1)[CH2:18][CH2:19][CH2:20][CH2:21][C:22]#[CH:23]. The catalyst is C1COCC1.Cl[Pd](Cl)([P](C1C=CC=CC=1)(C1C=CC=CC=1)C1C=CC=CC=1)[P](C1C=CC=CC=1)(C1C=CC=CC=1)C1C=CC=CC=1.[Cu]I. The product is [O:16]=[C:17]([C:24]1[O:25][C:26]([C:29]2[CH:34]=[CH:33][CH:32]=[CH:31][N:30]=2)=[CH:27][N:28]=1)[CH2:18][CH2:19][CH2:20][CH2:21][C:22]#[C:23][C:4]1[CH:5]=[CH:6][CH:7]=[C:2]([Cl:1])[CH:3]=1. The yield is 0.500. (2) The reactants are [C:1]([O:5][C:6]([N:8]1[CH2:13][CH2:12][CH2:11][CH:10]([CH2:14][N:15]=[N+]=[N-])[CH2:9]1)=[O:7])([CH3:4])([CH3:3])[CH3:2]. The catalyst is [Pd].C(O)C. The product is [C:1]([O:5][C:6]([N:8]1[CH2:13][CH2:12][CH2:11][CH:10]([CH2:14][NH2:15])[CH2:9]1)=[O:7])([CH3:4])([CH3:3])[CH3:2]. The yield is 0.960. (3) The reactants are [F:1][C:2]([F:44])([F:43])[C:3]1[CH:4]=[C:5]([C:13]([CH3:42])([CH3:41])[C:14]([N:16]([CH3:40])[C:17]2[C:18]([C:32]3[CH:37]=[CH:36][C:35]([F:38])=[CH:34][C:33]=3[CH3:39])=[CH:19][C:20]([C@@H:23]3[NH:27][C@:26]([CH3:31])([C:28]([NH2:30])=[O:29])[CH2:25][CH2:24]3)=[N:21][CH:22]=2)=[O:15])[CH:6]=[C:7]([C:9]([F:12])([F:11])[F:10])[CH:8]=1.[ClH:45]. The catalyst is C(OCC)C. The product is [ClH:45].[F:44][C:2]([F:1])([F:43])[C:3]1[CH:4]=[C:5]([C:13]([CH3:41])([CH3:42])[C:14]([N:16]([CH3:40])[C:17]2[C:18]([C:32]3[CH:37]=[CH:36][C:35]([F:38])=[CH:34][C:33]=3[CH3:39])=[CH:19][C:20]([C@@H:23]3[NH:27][C@:26]([CH3:31])([C:28]([NH2:30])=[O:29])[CH2:25][CH2:24]3)=[N:21][CH:22]=2)=[O:15])[CH:6]=[C:7]([C:9]([F:10])([F:11])[F:12])[CH:8]=1. The yield is 0.930. (4) The reactants are [NH2:1][CH2:2][CH:3]([C:5]1[N:6]=[C:7]([C:10]2[CH:15]=[CH:14][C:13]([F:16])=[CH:12][CH:11]=2)[O:8][CH:9]=1)[OH:4].[F:17][C:18]([F:34])([F:33])[C:19]1[O:23][N:22]=[C:21]([C:24]2[CH:25]=[N:26][CH:27]=[C:28]([CH:32]=2)[C:29](O)=[O:30])[N:20]=1. No catalyst specified. The product is [F:16][C:13]1[CH:14]=[CH:15][C:10]([C:7]2[O:8][CH:9]=[C:5]([CH:3]([OH:4])[CH2:2][NH:1][C:29](=[O:30])[C:28]3[CH:32]=[C:24]([C:21]4[N:20]=[C:19]([C:18]([F:34])([F:33])[F:17])[O:23][N:22]=4)[CH:25]=[N:26][CH:27]=3)[N:6]=2)=[CH:11][CH:12]=1. The yield is 0.450. (5) The reactants are [O:1]1[CH2:6][CH2:5][CH2:4][O:3][CH:2]1[C:7]1[CH:8]=[C:9]([C:13]([CH3:25])([CH3:24])[CH2:14][C:15]([C:20]([F:23])([F:22])[F:21])([OH:19])[CH2:16][C:17]#[CH:18])[CH:10]=[CH:11][CH:12]=1.[C:26]([O:30][C:31](=[O:40])[NH:32][C:33]1[CH:34]=[N:35][CH:36]=[CH:37][C:38]=1I)([CH3:29])([CH3:28])[CH3:27]. The catalyst is Cl[Pd](Cl)([P](C1C=CC=CC=1)(C1C=CC=CC=1)C1C=CC=CC=1)[P](C1C=CC=CC=1)(C1C=CC=CC=1)C1C=CC=CC=1.C(N(CC)CC)C.CN(C=O)C.C(OCC)C.[Cu]I. The product is [C:26]([O:30][C:31](=[O:40])[NH:32][C:33]1[CH:34]=[N:35][CH:36]=[CH:37][C:38]=1[C:18]#[C:17][CH2:16][C:15]([OH:19])([C:20]([F:21])([F:22])[F:23])[CH2:14][C:13]([C:9]1[CH:10]=[CH:11][CH:12]=[C:7]([CH:2]2[O:3][CH2:4][CH2:5][CH2:6][O:1]2)[CH:8]=1)([CH3:25])[CH3:24])([CH3:29])([CH3:27])[CH3:28]. The yield is 0.540. (6) The reactants are O=C1C2C=CC=CC=2C(=O)[N:3]1[CH2:12][C@H:13]([NH:21][C:22]([NH:24][NH:25][C:26]([C:28]1[CH:33]=[CH:32][C:31]2[CH:34]=[N:35][CH:36]=[C:37]([Br:38])[C:30]=2[N:29]=1)=O)=[S:23])[CH2:14][C:15]1[CH:20]=[CH:19][CH:18]=[CH:17][CH:16]=1.N[C@H](CC1C=CC=CC=1)CN1C(=O)C2C=CC=CC=2C1=O.C(N(CC)CC)C.N1C=CC=CC=1OC(OC1C=CC=CN=1)=S.BrC1C2N=C(C(NN)=O)C=CC=2C=NC=1. No catalyst specified. The product is [NH2:3][CH2:12][C@H:13]([NH:21][C:22]1[S:23][C:26]([C:28]2[CH:33]=[CH:32][C:31]3[CH:34]=[N:35][CH:36]=[C:37]([Br:38])[C:30]=3[N:29]=2)=[N:25][N:24]=1)[CH2:14][C:15]1[CH:20]=[CH:19][CH:18]=[CH:17][CH:16]=1. The yield is 0.310.